This data is from Catalyst prediction with 721,799 reactions and 888 catalyst types from USPTO. The task is: Predict which catalyst facilitates the given reaction. (1) Reactant: [CH3:1][O:2][C:3]1[CH:9]=[CH:8][C:6]([NH2:7])=[C:5]([CH3:10])[CH:4]=1.[N+:11]([C:14]1[CH:21]=[CH:20][CH:19]=[CH:18][C:15]=1[CH:16]=O)([O-])=O. Product: [CH3:1][O:2][C:3]1[CH:9]=[CH:8][C:6]([N:7]2[CH:16]=[C:15]3[C:14]([CH:21]=[CH:20][CH:19]=[CH:18]3)=[N:11]2)=[C:5]([CH3:10])[CH:4]=1. The catalyst class is: 7. (2) Reactant: [CH3:1][CH:2]1[CH2:7][CH2:6][N:5]([C:8]2[CH:9]=[C:10]([N:17]3[CH2:22][CH2:21][NH:20][CH2:19][CH2:18]3)[CH:11]=[CH:12][C:13]=2[N+:14]([O-:16])=[O:15])[CH2:4][CH2:3]1.[C:23](O[C:23]([O:25][C:26]([CH3:29])([CH3:28])[CH3:27])=[O:24])([O:25][C:26]([CH3:29])([CH3:28])[CH3:27])=[O:24]. The catalyst class is: 266. Product: [C:26]([O:25][C:23]([N:20]1[CH2:19][CH2:18][N:17]([C:10]2[CH:11]=[CH:12][C:13]([N+:14]([O-:16])=[O:15])=[C:8]([N:5]3[CH2:6][CH2:7][CH:2]([CH3:1])[CH2:3][CH2:4]3)[CH:9]=2)[CH2:22][CH2:21]1)=[O:24])([CH3:29])([CH3:28])[CH3:27].